Task: Predict the reactants needed to synthesize the given product.. Dataset: Full USPTO retrosynthesis dataset with 1.9M reactions from patents (1976-2016) (1) The reactants are: [F:1][C:2]1C=CC=CC=1[C@]12COC[C@H]1CSC(NC(=O)C1C=CC=CC=1)=N2.C(=O)([O-])[O-].[Cs+].[Cs+].[OH:32][C:33]1[N:34]=[CH:35][C:36]([C:39]([O:41][CH3:42])=[O:40])=[N:37][CH:38]=1.O. Given the product [F:1][CH2:2][O:32][C:33]1[N:34]=[CH:35][C:36]([C:39]([O:41][CH3:42])=[O:40])=[N:37][CH:38]=1, predict the reactants needed to synthesize it. (2) Given the product [CH2:37]([N:22]([CH2:21][C:20]1[CH:19]=[CH:18][CH:17]=[C:16]([NH:15][C:13]([NH:12][C:3]2[CH:4]=[C:5]([C:8]([F:11])([F:10])[F:9])[CH:6]=[CH:7][C:2]=2[F:1])=[O:14])[CH:33]=1)[C:23]1[C:24]([C:28]([NH2:30])=[O:29])=[N:25][NH:26][CH:27]=1)[CH3:54], predict the reactants needed to synthesize it. The reactants are: [F:1][C:2]1[CH:7]=[CH:6][C:5]([C:8]([F:11])([F:10])[F:9])=[CH:4][C:3]=1[N:12]=[C:13]=[O:14].[NH2:15][C:16]1[CH:17]=[C:18](C=C[CH:33]=1)[CH2:19][CH2:20][CH2:21][NH:22][C:23]1[C:24]([C:28]([NH2:30])=[O:29])=[N:25][NH:26][CH:27]=1.[N+]([C:37]1C=C(C=C[CH:54]=1)CCCNC1C(C(N)=O)=NNC=1)([O-])=O. (3) Given the product [CH2:25]([S:36]([C:4]1[CH:9]=[CH:8][CH:7]=[CH:6][C:5]=1[C:10]1[N:22]([CH3:23])[C:13]2=[N:14][CH:15]=[C:16]([C:18]([F:21])([F:19])[F:20])[CH:17]=[C:12]2[N:11]=1)(=[O:40])=[O:38])[CH3:26], predict the reactants needed to synthesize it. The reactants are: C(S[C:4]1[CH:9]=[CH:8][CH:7]=[CH:6][C:5]=1[C:10]1[N:22]([CH3:23])[C:13]2=[N:14][CH:15]=[C:16]([C:18]([F:21])([F:20])[F:19])[CH:17]=[C:12]2[N:11]=1)C.Cl[C:25]1C=CC=C(C(OO)=O)[CH:26]=1.[Na].[S:36]([O-:40])([O-])(=[O:38])=S. (4) Given the product [CH:5]1[C:6]([C:7]2[S:15][C:14]3[CH:13]=[C:12]([OH:16])[CH:11]=[CH:10][C:9]=3[C:8]=2[C:17]([C:19]2[CH:24]=[CH:23][C:22]([O:25][CH2:26][CH2:27][N:28]3[CH2:33][CH2:32][CH2:31][CH2:30][CH2:29]3)=[CH:21][CH:20]=2)=[O:18])=[CH:1][CH:2]=[C:3]([OH:34])[CH:4]=1.[ClH:35], predict the reactants needed to synthesize it. The reactants are: [CH:1]1[C:6]([C:7]2[S:15][C:14]3[CH:13]=[C:12]([OH:16])[CH:11]=[CH:10][C:9]=3[C:8]=2[C:17]([C:19]2[CH:20]=[CH:21][C:22]([O:25][CH2:26][CH2:27][N:28]3[CH2:33][CH2:32][CH2:31][CH2:30][CH2:29]3)=[CH:23][CH:24]=2)=[O:18])=[CH:5][CH:4]=[C:3]([OH:34])[CH:2]=1.[ClH:35]. (5) Given the product [F:11][C:12]([F:23])([F:22])[C:13]1[CH:14]=[C:15]2[C:21]([CH:20]=[O:24])=[CH:4][NH:3][C:2]2=[N:1][CH:10]=1, predict the reactants needed to synthesize it. The reactants are: [N:1]12[CH2:10]N3CN(C[N:3]([CH2:4]3)[CH2:2]1)C2.[F:11][C:12]([F:23])([F:22])[C:13]1[CH:14]=[C:15]2[CH:21]=[CH:20]NC2=NC=1.[OH2:24].